From a dataset of Reaction yield outcomes from USPTO patents with 853,638 reactions. Predict the reaction yield, written as a fraction of the theoretical maximum amount of product (1.0 means a 100% yield; for example, 0.34 means a 34% yield). The reactants are CO.[O:3]([C:10]1[CH:15]=[CH:14][C:13]([C:16]2[CH2:17][CH2:18][NH:19][CH2:20][CH:21]=2)=[CH:12][CH:11]=1)[C:4]1[CH:9]=[CH:8][CH:7]=[CH:6][CH:5]=1.C(O)(=O)C.[OH-].[Na+]. The catalyst is C(Cl)Cl.[C].[Pd]. The product is [O:3]([C:10]1[CH:15]=[CH:14][C:13]([CH:16]2[CH2:21][CH2:20][NH:19][CH2:18][CH2:17]2)=[CH:12][CH:11]=1)[C:4]1[CH:5]=[CH:6][CH:7]=[CH:8][CH:9]=1. The yield is 0.660.